The task is: Predict which catalyst facilitates the given reaction.. This data is from Catalyst prediction with 721,799 reactions and 888 catalyst types from USPTO. (1) Reactant: C(OC1C=CC=CC=1N1CCCN([CH2:17][CH2:18][CH2:19][CH2:20][O:21][C:22]2[CH:31]=[C:30]3[C:25]([CH2:26][CH2:27][C:28](=[O:32])[NH:29]3)=[CH:24][CH:23]=2)CC1)C.[Na+].[I-].Cl.[CH3:36][O:37][C:38]1[CH:43]=[CH:42][CH:41]=[CH:40][C:39]=1[N:44]1[CH2:49][CH2:48][NH:47][CH2:46][CH2:45]1.C([O-])([O-])=O.[K+].[K+]. Product: [CH3:36][O:37][C:38]1[CH:43]=[CH:42][CH:41]=[CH:40][C:39]=1[N:44]1[CH2:49][CH2:48][N:47]([CH2:17][CH2:18][CH2:19][CH2:20][O:21][C:22]2[CH:31]=[C:30]3[C:25]([CH2:26][CH2:27][C:28](=[O:32])[NH:29]3)=[CH:24][CH:23]=2)[CH2:46][CH2:45]1. The catalyst class is: 23. (2) Reactant: [Cl:1][C:2]1[C:3]([NH:17][C:18]2[CH:19]=[CH:20][C:21]([N:29]3[CH2:34][CH2:33][NH:32][CH2:31][CH2:30]3)=[C:22]3[C:26]=2[C:25](=[O:27])[N:24]([CH3:28])[CH2:23]3)=[N:4][C:5]([NH:8][C:9]2[CH:14]=[CH:13][CH:12]=[CH:11][C:10]=2[O:15][CH3:16])=[N:6][CH:7]=1.[CH2:35]=O.[OH-].[Na+]. Product: [Cl:1][C:2]1[C:3]([NH:17][C:18]2[CH:19]=[CH:20][C:21]([N:29]3[CH2:34][CH2:33][N:32]([CH3:35])[CH2:31][CH2:30]3)=[C:22]3[C:26]=2[C:25](=[O:27])[N:24]([CH3:28])[CH2:23]3)=[N:4][C:5]([NH:8][C:9]2[CH:14]=[CH:13][CH:12]=[CH:11][C:10]=2[O:15][CH3:16])=[N:6][CH:7]=1. The catalyst class is: 68.